This data is from Forward reaction prediction with 1.9M reactions from USPTO patents (1976-2016). The task is: Predict the product of the given reaction. (1) The product is: [CH3:17][CH:13]1[CH:14]([CH3:16])[O:15][C:11]2([CH2:18][C:19]([CH3:24])([C:20]([F:21])([F:23])[F:22])[C:8](/[CH:6]=[CH:7]/[Sn:31]([CH2:32][CH2:33][CH2:34][CH3:35])([CH2:36][CH2:37][CH2:38][CH3:39])[CH2:27][CH2:28][CH2:29][CH3:30])([OH:26])[C:9]([CH3:25])=[CH:10]2)[O:12]1. Given the reactants O1CCCC1.[C:6]([C:8]1([OH:26])[C:19]([CH3:24])([C:20]([F:23])([F:22])[F:21])[CH2:18][C:11]2([O:15][CH:14]([CH3:16])[CH:13]([CH3:17])[O:12]2)[CH:10]=[C:9]1[CH3:25])#[CH:7].[CH2:27]([SnH:31]([CH2:36][CH2:37][CH2:38][CH3:39])[CH2:32][CH2:33][CH2:34][CH3:35])[CH2:28][CH2:29][CH3:30], predict the reaction product. (2) Given the reactants [Cl:1][C:2]1[CH:33]=[CH:32][C:31]([CH2:34][NH:35][C:36](=[O:41])[C:37]([F:40])([F:39])[F:38])=[CH:30][C:3]=1[C:4]([NH:6][C:7]([N:9]([C:18]1[CH:23]=[CH:22][C:21]([C:24]([O:26][CH3:27])=[O:25])=[C:20]([O:28][CH3:29])[CH:19]=1)[NH:10]C(OC(C)(C)C)=O)=[O:8])=O.C(O)(C(F)(F)F)=O, predict the reaction product. The product is: [Cl:1][C:2]1[CH:33]=[CH:32][C:31]([CH2:34][NH:35][C:36](=[O:41])[C:37]([F:40])([F:39])[F:38])=[CH:30][C:3]=1[C:4]1[NH:6][C:7](=[O:8])[N:9]([C:18]2[CH:23]=[CH:22][C:21]([C:24]([O:26][CH3:27])=[O:25])=[C:20]([O:28][CH3:29])[CH:19]=2)[N:10]=1.